Dataset: Cav3 T-type calcium channel HTS with 100,875 compounds. Task: Binary Classification. Given a drug SMILES string, predict its activity (active/inactive) in a high-throughput screening assay against a specified biological target. (1) The drug is S(=O)(=O)(Cc1nc(nc(Oc2ccccc2)c1)c1ccccc1)c1ccccc1. The result is 1 (active). (2) The compound is O=c1n(n(c(c1NC(=O)c1c(oc(c1)C)C)C)C)c1ccccc1. The result is 0 (inactive). (3) The compound is S(=O)(=O)(N1CCN(S(=O)(=O)c2c(cc(cc2)C)C)CC1)N1CCCCC1. The result is 0 (inactive). (4) The drug is S=C(NCC)NNC(=O)Cc1ccccc1. The result is 0 (inactive). (5) The drug is S(c1n(c(nn1)COc1c(OCC)cc(cc1)C)C)CC(=O)c1cc([N+]([O-])=O)ccc1. The result is 0 (inactive). (6) The compound is S(=O)(=O)(N(CC(=O)N(CCCC)CCCC)C)c1cc2n(c(=O)c(=O)n(c2cc1)C)C. The result is 0 (inactive). (7) The drug is O(Cc1c(OC)ccc(c1)C(=O)C)C(=O)c1ncc(nc1)C. The result is 0 (inactive). (8) The compound is O=C/1N(C2CCCCC2)C(=O)NC(=O)C1=C(\NCc1cc2OCOc2cc1)CC. The result is 1 (active). (9) The drug is s1c(NC(=O)Cc2cc(OC)c(OC)c(OC)c2)ncc1. The result is 0 (inactive).